This data is from Full USPTO retrosynthesis dataset with 1.9M reactions from patents (1976-2016). The task is: Predict the reactants needed to synthesize the given product. (1) Given the product [CH3:1][N:2]1[CH:6]=[CH:5][N:4]=[C:3]1[C:7](=[N:14][O:15][CH2:16][C:17]1[N:22]=[C:21]([NH:23][C:34]([CH:31]2[CH2:33][CH2:32]2)=[O:35])[CH:20]=[CH:19][N:18]=1)[C:8]1[CH:9]=[CH:10][CH:11]=[CH:12][CH:13]=1, predict the reactants needed to synthesize it. The reactants are: [CH3:1][N:2]1[CH:6]=[CH:5][N:4]=[C:3]1[C:7](=[N:14][O:15][CH2:16][C:17]1[N:22]=[C:21]([NH2:23])[CH:20]=[CH:19][N:18]=1)[C:8]1[CH:13]=[CH:12][CH:11]=[CH:10][CH:9]=1.C(N(CC)CC)C.[CH:31]1([C:34](Cl)=[O:35])[CH2:33][CH2:32]1. (2) Given the product [CH2:17]([O:24][CH2:25][CH2:26][O:27][CH2:28][C:29]1[CH:30]=[C:31]([CH2:35][CH2:36][NH:1][CH2:2][C@@H:3]([C:5]2[CH:16]=[CH:15][C:8]3[O:9][C:10]([CH3:13])([CH3:14])[O:11][CH2:12][C:7]=3[CH:6]=2)[OH:4])[CH:32]=[CH:33][CH:34]=1)[C:18]1[CH:19]=[CH:20][CH:21]=[CH:22][CH:23]=1, predict the reactants needed to synthesize it. The reactants are: [NH2:1][CH2:2][C@@H:3]([C:5]1[CH:16]=[CH:15][C:8]2[O:9][C:10]([CH3:14])([CH3:13])[O:11][CH2:12][C:7]=2[CH:6]=1)[OH:4].[CH2:17]([O:24][CH2:25][CH2:26][O:27][CH2:28][C:29]1[CH:34]=[CH:33][CH:32]=[C:31]([CH2:35][CH2:36]Br)[CH:30]=1)[C:18]1[CH:23]=[CH:22][CH:21]=[CH:20][CH:19]=1. (3) Given the product [F:11][CH2:10][CH:9]([NH2:8])[CH:12]1[CH2:16][CH2:15][NH:14][CH2:13]1, predict the reactants needed to synthesize it. The reactants are: C([NH:8][CH:9]([CH:12]1[CH2:16][CH2:15][N:14](CC2C=CC=CC=2)[CH2:13]1)[CH2:10][F:11])C1C=CC=CC=1.[H][H].